From a dataset of Full USPTO retrosynthesis dataset with 1.9M reactions from patents (1976-2016). Predict the reactants needed to synthesize the given product. (1) Given the product [NH2:20][C:5]1[CH:4]=[CH:3][C:2]([Cl:1])=[CH:19][C:6]=1[CH2:7][N:8]1[CH:12]=[C:11]([CH3:13])[CH:10]=[C:9]1[C:14]([O:16][CH2:17][CH3:18])=[O:15], predict the reactants needed to synthesize it. The reactants are: [Cl:1][C:2]1[CH:3]=[CH:4][C:5]([N+:20]([O-])=O)=[C:6]([CH:19]=1)[CH2:7][N:8]1[CH:12]=[C:11]([CH3:13])[CH:10]=[C:9]1[C:14]([O:16][CH2:17][CH3:18])=[O:15]. (2) Given the product [OH:7][CH:4]1[CH2:5][CH2:6][CH:1]([O:8][S:21]([C:18]2[CH:19]=[CH:20][C:15]([CH3:25])=[CH:16][CH:17]=2)(=[O:23])=[O:22])[CH2:2][CH2:3]1, predict the reactants needed to synthesize it. The reactants are: [CH:1]1([OH:8])[CH2:6][CH2:5][CH:4]([OH:7])[CH2:3][CH2:2]1.N1C=CC=CC=1.[C:15]1([CH3:25])[CH:20]=[CH:19][C:18]([S:21](Cl)(=[O:23])=[O:22])=[CH:17][CH:16]=1. (3) Given the product [O:1]=[C:2]1[CH2:6][CH2:5][C:4](=[O:7])[N:3]1[CH2:8][CH2:9][CH2:10][N:11]1[C:20]2[C:15](=[N:16][CH:17]=[C:18]([CH2:21][C:22]3[CH:23]=[CH:24][C:25]([F:28])=[CH:26][CH:27]=3)[CH:19]=2)[C:14]([OH:29])=[C:13]([C:30]([NH:39][CH2:38][CH2:36][OH:37])=[O:31])[C:12]1=[O:35], predict the reactants needed to synthesize it. The reactants are: [O:1]=[C:2]1[CH2:6][CH2:5][C:4](=[O:7])[N:3]1[CH2:8][CH2:9][CH2:10][N:11]1[C:20]2[C:15](=[N:16][CH:17]=[C:18]([CH2:21][C:22]3[CH:27]=[CH:26][C:25]([F:28])=[CH:24][CH:23]=3)[CH:19]=2)[C:14]([OH:29])=[C:13]([C:30](OCC)=[O:31])[C:12]1=[O:35].[CH2:36]([CH2:38][NH2:39])[OH:37]. (4) Given the product [CH2:7]([NH:31][CH:32]1[CH2:37][CH2:36][N:35]([C:38]([C:40]2[S:41][CH:42]=[CH:43][C:44]=2[NH:45][C:46]2[CH:51]=[CH:50][N:49]=[C:48]3[NH:52][CH:53]=[CH:54][C:47]=23)=[O:39])[CH2:34][CH2:33]1)[C:6]1[CH:29]=[CH:30][CH:3]=[CH:4][CH:5]=1, predict the reactants needed to synthesize it. The reactants are: CO[C:3]1[CH:30]=[CH:29][C:6]([CH2:7]NCCNC(C2SC=CC=2NC2C=CN=C3NC=CC=23)=O)=[CH:5][CH:4]=1.[NH2:31][CH:32]1[CH2:37][CH2:36][N:35]([C:38]([C:40]2[S:41][CH:42]=[CH:43][C:44]=2[NH:45][C:46]2[CH:51]=[CH:50][N:49]=[C:48]3[NH:52][CH:53]=[CH:54][C:47]=23)=[O:39])[CH2:34][CH2:33]1.C(=O)C1C=CC=CC=1.